This data is from Peptide-MHC class II binding affinity with 134,281 pairs from IEDB. The task is: Regression. Given a peptide amino acid sequence and an MHC pseudo amino acid sequence, predict their binding affinity value. This is MHC class II binding data. (1) The peptide sequence is IKCFEKFLEPKVKFG. The MHC is DRB3_0101 with pseudo-sequence DRB3_0101. The binding affinity (normalized) is 0. (2) The peptide sequence is HDKKSMGDDHFWAVR. The MHC is DRB1_0901 with pseudo-sequence DRB1_0901. The binding affinity (normalized) is 0.223. (3) The peptide sequence is LAARTLLAAADELVG. The MHC is DRB1_1302 with pseudo-sequence DRB1_1302. The binding affinity (normalized) is 0.568.